From a dataset of Forward reaction prediction with 1.9M reactions from USPTO patents (1976-2016). Predict the product of the given reaction. (1) Given the reactants C[O:2][C:3]([C:5]1[CH:9]([C:10](=[O:24])[NH:11][C@:12]2([C:17]([O:19][C:20]([CH3:23])([CH3:22])[CH3:21])=[O:18])[CH2:14][C@H:13]2[CH:15]=[CH2:16])[CH2:8][CH:7]([O:25][C:26]2[C:35]3[C:30](=[CH:31][C:32]([O:36][CH3:37])=[CH:33][CH:34]=3)[N:29]=[C:28]([C:38]3[CH:43]=[CH:42][CH:41]=[CH:40][CH:39]=3)[CH:27]=2)[CH:6]=1)=[O:4].C(OC([C@@H](NC(C1C(C(O)=O)=CC(OC2C3C(=CC(OC)=CC=3)N=C(C3C=CC=CC=3)C=2)C1)=O)CCC)=O)(C)(C)C, predict the reaction product. The product is: [C:20]([O:19][C:17]([C@@:12]1([NH:11][C:10]([CH:9]2[C:5]([C:3]([OH:4])=[O:2])=[CH:6][CH:7]([O:25][C:26]3[C:35]4[C:30](=[CH:31][C:32]([O:36][CH3:37])=[CH:33][CH:34]=4)[N:29]=[C:28]([C:38]4[CH:39]=[CH:40][CH:41]=[CH:42][CH:43]=4)[CH:27]=3)[CH2:8]2)=[O:24])[CH2:14][C@H:13]1[CH:15]=[CH2:16])=[O:18])([CH3:21])([CH3:22])[CH3:23]. (2) Given the reactants O=[C:2]1[NH:8][CH:7]([CH2:9][CH2:10][C:11]2[NH:36][C:14]3=[N:15][CH:16]=[C:17]([C:19]4[CH:24]=[CH:23][C:22]([S:25]([NH:28][C:29]5[CH:34]=[CH:33][CH:32]=[CH:31][C:30]=5[CH3:35])(=[O:27])=[O:26])=[CH:21][CH:20]=4)[CH:18]=[C:13]3[N:12]=2)[CH2:6][CH2:5][CH2:4][CH2:3]1.COC1C=CC(P2(SP(C3C=CC(OC)=CC=3)(=S)S2)=[S:46])=CC=1, predict the reaction product. The product is: [S:46]=[C:2]1[NH:8][CH:7]([CH2:9][CH2:10][C:11]2[NH:36][C:14]3=[N:15][CH:16]=[C:17]([C:19]4[CH:24]=[CH:23][C:22]([S:25]([NH:28][C:29]5[CH:34]=[CH:33][CH:32]=[CH:31][C:30]=5[CH3:35])(=[O:27])=[O:26])=[CH:21][CH:20]=4)[CH:18]=[C:13]3[N:12]=2)[CH2:6][CH2:5][CH2:4][CH2:3]1. (3) Given the reactants [Cl:1][C:2]1[CH:7]=[CH:6][CH:5]=[CH:4][C:3]=1[C:8]1[N:17]([C:18]2[CH:23]=[CH:22][C:21]([Cl:24])=[CH:20][CH:19]=2)[C:11]2[CH:12]=[N:13][NH:14][C:15](=O)[C:10]=2[N:9]=1.O=P(Cl)(Cl)[Cl:27], predict the reaction product. The product is: [Cl:27][C:15]1[N:14]=[N:13][CH:12]=[C:11]2[N:17]([C:18]3[CH:23]=[CH:22][C:21]([Cl:24])=[CH:20][CH:19]=3)[C:8]([C:3]3[CH:4]=[CH:5][CH:6]=[CH:7][C:2]=3[Cl:1])=[N:9][C:10]=12. (4) Given the reactants [NH2:1][C:2]1[N:6]([C:7]2[CH:8]=[C:9]([N:13]([CH3:19])[CH2:14][CH2:15][N:16]([CH3:18])[CH3:17])[CH:10]=[CH:11][CH:12]=2)[N:5]=[C:4]([C:20]([CH3:23])([CH3:22])[CH3:21])[CH:3]=1.N1C=CC=CC=1.Cl[C:31]([O:33][C:34]1[CH:39]=[CH:38][CH:37]=[CH:36][CH:35]=1)=[O:32], predict the reaction product. The product is: [C:34]1([O:33][C:31](=[O:32])[NH:1][C:2]2[N:6]([C:7]3[CH:12]=[CH:11][CH:10]=[C:9]([N:13]([CH2:14][CH2:15][N:16]([CH3:18])[CH3:17])[CH3:19])[CH:8]=3)[N:5]=[C:4]([C:20]([CH3:23])([CH3:22])[CH3:21])[CH:3]=2)[CH:39]=[CH:38][CH:37]=[CH:36][CH:35]=1. (5) Given the reactants [CH:1]([C:4]1[CH:9]=[CH:8][C:7]([C:10]2[N:11]=[C:12]([NH:15][C:16](=O)[CH2:17][C:18]3[S:19][CH:20]=[CH:21][CH:22]=3)[S:13][CH:14]=2)=[CH:6][CH:5]=1)([CH3:3])[CH3:2].B#B.C1COCC1.C([O-])(O)=O.[Na+], predict the reaction product. The product is: [CH:1]([C:4]1[CH:5]=[CH:6][C:7]([C:10]2[N:11]=[C:12]([NH:15][CH2:16][CH2:17][C:18]3[S:19][CH:20]=[CH:21][CH:22]=3)[S:13][CH:14]=2)=[CH:8][CH:9]=1)([CH3:3])[CH3:2]. (6) The product is: [N:1]1([C:5](=[O:15])[CH2:6][C:7]2[CH:12]=[CH:11][C:10]([O:13][CH2:34][CH2:33][C@@H:31]3[CH2:32][C@@H:30]3[CH:27]3[CH2:26][CH2:25][N:24]([C:22]4[O:21][N:20]=[C:19]([CH:16]([CH3:17])[CH3:18])[N:23]=4)[CH2:29][CH2:28]3)=[C:9]([F:14])[CH:8]=2)[CH2:4][CH2:3][CH2:2]1. Given the reactants [N:1]1([C:5](=[O:15])[CH2:6][C:7]2[CH:12]=[CH:11][C:10]([OH:13])=[C:9]([F:14])[CH:8]=2)[CH2:4][CH2:3][CH2:2]1.[CH:16]([C:19]1[N:23]=[C:22]([N:24]2[CH2:29][CH2:28][CH:27]([C@H:30]3[CH2:32][C@H:31]3[CH2:33][CH2:34]O)[CH2:26][CH2:25]2)[O:21][N:20]=1)([CH3:18])[CH3:17].C1(P(C2C=CC=CC=2)C2C=CC=CC=2)C=CC=CC=1.N(C(OC(C)(C)C)=O)=NC(OC(C)(C)C)=O, predict the reaction product. (7) Given the reactants [F:1][C:2]1[C:7]([F:8])=[CH:6][CH:5]=[CH:4][C:3]=1[O:9][CH2:10][C@H:11]1[CH2:16][CH2:15][C@H:14]([C@H:17]2[CH2:22][CH2:21][C@H:20]([CH:23]=[CH2:24])[CH2:19][CH2:18]2)[CH2:13][CH2:12]1.C([Li])(CC)C.B(OC)(OC)[O:31]C.OO, predict the reaction product. The product is: [F:8][C:7]1[C:2]([F:1])=[C:3]([O:9][CH2:10][C@H:11]2[CH2:12][CH2:13][C@H:14]([C@H:17]3[CH2:22][CH2:21][C@H:20]([CH:23]=[CH2:24])[CH2:19][CH2:18]3)[CH2:15][CH2:16]2)[CH:4]=[CH:5][C:6]=1[OH:31]. (8) Given the reactants [CH2:1]([O:3][C:4](=[O:20])[CH:5](CC)[CH2:6][CH2:7][N:8]1[C:12]2=[N:13][S:14][C:15](N)=[C:11]2[S:10][C:9]1=[S:17])[CH3:2].[N+:21]([C:24]1[CH:29]=[CH:28][C:27]([C:30]2[O:31][CH:32]=[CH:33][CH:34]=2)=[CH:26][CH:25]=1)([O-:23])=[O:22].O.CCCCCC, predict the reaction product. The product is: [CH2:1]([O:3][C:4](=[O:20])[CH2:5][CH2:6][CH2:7][N:8]1[C:12]2=[N:13][S:14][C:15]([C:32]3[O:31][C:30]([C:27]4[CH:26]=[CH:25][C:24]([N+:21]([O-:23])=[O:22])=[CH:29][CH:28]=4)=[CH:34][CH:33]=3)=[C:11]2[S:10][C:9]1=[S:17])[CH3:2].